Predict the reaction yield, written as a fraction of the theoretical maximum amount of product (1.0 means a 100% yield; for example, 0.34 means a 34% yield). From a dataset of Reaction yield outcomes from USPTO patents with 853,638 reactions. (1) The reactants are [O:1]=[S:2]1(=[O:57])[CH2:7][C@@H:6]2[CH2:8][C@H:3]1[CH2:4][N:5]2[CH2:9][CH2:10][NH:11][C@:12]12[CH2:53][CH2:52][C@@H:51]([C:54]([CH3:56])=[CH2:55])[C@@H:13]1[C@@H:14]1[C@@:27]([CH3:30])([CH2:28][CH2:29]2)[C@@:26]2([CH3:31])[C@@H:17]([C@:18]3([CH3:50])[C@@H:23]([CH2:24][CH2:25]2)[C:22]([CH3:33])([CH3:32])[C:21]([C:34]2[CH2:39][CH2:38][C@@H:37]([C:40]([O:42]CC4C=CC=CC=4)=[O:41])[CH2:36][CH:35]=2)=[CH:20][CH2:19]3)[CH2:16][CH2:15]1.[OH-].[Li+]. The catalyst is C1COCC1.CO. The product is [O:57]=[S:2]1(=[O:1])[CH2:7][C@@H:6]2[CH2:8][C@H:3]1[CH2:4][N:5]2[CH2:9][CH2:10][NH:11][C@:12]12[CH2:53][CH2:52][C@@H:51]([C:54]([CH3:56])=[CH2:55])[C@@H:13]1[C@@H:14]1[C@@:27]([CH3:30])([CH2:28][CH2:29]2)[C@@:26]2([CH3:31])[C@@H:17]([C@:18]3([CH3:50])[C@@H:23]([CH2:24][CH2:25]2)[C:22]([CH3:32])([CH3:33])[C:21]([C:34]2[CH2:39][CH2:38][C@@H:37]([C:40]([OH:42])=[O:41])[CH2:36][CH:35]=2)=[CH:20][CH2:19]3)[CH2:16][CH2:15]1. The yield is 0.599. (2) The reactants are [CH2:1]([OH:5])[CH2:2][CH2:3][CH3:4].C[Si]([N-][Si](C)(C)C)(C)C.[Na+].[F:16][C:17]1[CH:18]=[C:19]([N:24]2[C:29](=[O:30])[C:28](Cl)=[C:27]([Cl:32])[CH:26]=[N:25]2)[CH:20]=[CH:21][C:22]=1[F:23]. The catalyst is C1COCC1. The product is [F:16][C:17]1[CH:18]=[C:19]([N:24]2[C:29](=[O:30])[C:28]([O:5][CH2:1][CH2:2][CH2:3][CH3:4])=[C:27]([Cl:32])[CH:26]=[N:25]2)[CH:20]=[CH:21][C:22]=1[F:23]. The yield is 0.794. (3) The reactants are [CH:1]([C:3]1[CH:11]=[C:10]2[C:6]([CH:7]=[N:8][NH:9]2)=[CH:5][CH:4]=1)=O.[C:12]([CH2:14][C:15]([NH:17][CH:18]([CH3:20])[CH3:19])=[O:16])#[N:13].C1CCN2C(=NCCC2)CC1. The catalyst is C1COCC1. The product is [C:12]([C:14](=[CH:1][C:3]1[CH:11]=[C:10]2[C:6]([CH:7]=[N:8][NH:9]2)=[CH:5][CH:4]=1)[C:15]([NH:17][CH:18]([CH3:20])[CH3:19])=[O:16])#[N:13]. The yield is 0.270. (4) The reactants are [C:1]([O:5][C:6](=[O:16])[NH:7][C:8]1[CH:13]=[C:12]([NH2:14])[CH:11]=[CH:10][C:9]=1[F:15])([CH3:4])([CH3:3])[CH3:2].[Cl:17]N1C(=O)CCC1=O.C(=O)([O-])O.[Na+]. The catalyst is CN(C)C=O. The product is [C:1]([O:5][C:6](=[O:16])[NH:7][C:8]1[CH:13]=[C:12]([NH2:14])[C:11]([Cl:17])=[CH:10][C:9]=1[F:15])([CH3:4])([CH3:2])[CH3:3]. The yield is 0.790. (5) The reactants are FC(F)(F)C(O)=O.[NH2:8][CH:9]1[C:17]2[C:12](=[CH:13][CH:14]=[CH:15][CH:16]=2)[CH2:11][CH:10]1[NH:18][C:19]([C:21]1[NH:22][C:23]2[C:28]([CH:29]=1)=[CH:27][C:26]([Cl:30])=[CH:25][CH:24]=2)=[O:20].[CH3:31][CH2:32][N:33](C(C)C)C(C)C.BrCC#N.CCOC(C)=O. The catalyst is C(#N)C. The product is [Cl:30][C:26]1[CH:27]=[C:28]2[C:23](=[CH:24][CH:25]=1)[NH:22][C:21]([C:19]([NH:18][CH:10]1[CH2:11][C:12]3[C:17](=[CH:16][CH:15]=[CH:14][CH:13]=3)[CH:9]1[NH:8][CH2:31][C:32]#[N:33])=[O:20])=[CH:29]2. The yield is 0.600. (6) The product is [Br:1][C:2]1[CH:3]=[N:4][C:5]([C:11]([F:14])([F:13])[F:12])=[N:6][CH:7]=1. The reactants are [Br:1][C:2]1[CH:3]=[N:4][C:5](I)=[N:6][CH:7]=1.C[Si](C)(C)[C:11]([F:14])([F:13])[F:12].[F-].[K+]. The yield is 0.140. The catalyst is CN1C(=O)CCC1.[Cu]I.